From a dataset of Antibody paratope prediction from SAbDab with 1,023 antibody chains. Token-level Classification. Given an antibody amino acid sequence, predict which amino acid positions are active in antigen binding. Output is a list of indices for active paratope positions. (1) The paratope positions are: [29, 30, 96, 97]. Given the antibody sequence: QSVLTQPPSASGTPGQRVTISCSGSSSNIGTNYVYWYQQFPGTAPKLLIYRSYQRPSGVPDRFSGSKSGSSASLAISGLQSEDEADYYCATWDDSLDGWVFGGGTKLTVL, which amino acid positions are active in antigen binding (paratope)? (2) The paratope positions are: [52, 83, 84, 85, 104]. Given the antibody sequence: EVQLVESGGGLVQPGGSLRLSCAASGFTFSSYWMSWVRQAPGKGLEWVANIKPDGSEKYYVDSVKGRFTISRDNAKNSVYLQMNSLRAEDTAVYYCARVSRGGSYSDWGQGTLVTVSS, which amino acid positions are active in antigen binding (paratope)? (3) Given the antibody sequence: DIVLTQSPASLAVSLGQRATISCKASQSVDHDGDSYMNWFQQKPGQSPKLLIYAASNLESGIPARFSGSGSGTDFTLNIHPVEEEDAATYYCQQTNEDPYTFGGGTKLEIK, which amino acid positions are active in antigen binding (paratope)? The paratope positions are: [30, 31, 32, 33]. (4) Given the antibody sequence: QSVLTQPASVSGSPGQSITISCTGTSSDVGGYKYVSWYQQHPDKAPKLMIYEVSNRPSGVSNRFSGSKSGNTASLTISGLQAEDEADYYCSSYTSSSTWVFGGGTKLTVL, which amino acid positions are active in antigen binding (paratope)? The paratope positions are: [29, 30, 31, 97].